Predict the reaction yield, written as a fraction of the theoretical maximum amount of product (1.0 means a 100% yield; for example, 0.34 means a 34% yield). From a dataset of Reaction yield outcomes from USPTO patents with 853,638 reactions. (1) The reactants are [N:1]1[N:2]=[CH:3][N:4]2[CH:9]=[C:8]([C:10]3[CH:11]=[C:12]([NH:18][S:19]([C:22]4[CH:27]=[CH:26][C:25]([F:28])=[CH:24][C:23]=4[F:29])(=[O:21])=[O:20])[C:13]([O:16][CH3:17])=[N:14][CH:15]=3)[CH:7]=[CH:6][C:5]=12.[Br:30]N1C(=O)CCC1=O. The catalyst is C(Cl)(Cl)Cl. The product is [Br:30][C:3]1[N:4]2[CH:9]=[C:8]([C:10]3[CH:11]=[C:12]([NH:18][S:19]([C:22]4[CH:27]=[CH:26][C:25]([F:28])=[CH:24][C:23]=4[F:29])(=[O:20])=[O:21])[C:13]([O:16][CH3:17])=[N:14][CH:15]=3)[CH:7]=[CH:6][C:5]2=[N:1][N:2]=1. The yield is 0.373. (2) The reactants are [CH2:1]([O:8][C:9]([NH:11][C@@H:12]([CH2:16][C:17]1[CH:22]=[CH:21][CH:20]=[CH:19][CH:18]=1)[C@@H:13]1[O:15][CH2:14]1)=[O:10])[C:2]1[CH:7]=[CH:6][CH:5]=[CH:4][CH:3]=1.[CH2:23]([NH2:27])[CH2:24][CH2:25][CH3:26]. No catalyst specified. The product is [CH2:1]([O:8][C:9]([NH:11][C@@H:12]([CH2:16][C:17]1[CH:22]=[CH:21][CH:20]=[CH:19][CH:18]=1)[C@H:13]([OH:15])[CH2:14][NH:27][CH2:23][CH2:24][CH2:25][CH3:26])=[O:10])[C:2]1[CH:7]=[CH:6][CH:5]=[CH:4][CH:3]=1. The yield is 0.800. (3) The reactants are [F:1][C:2]1[CH:7]=[C:6]([F:8])[CH:5]=[CH:4][C:3]=1[C:9]([OH:34])([CH2:28][N:29]1[CH:33]=[N:32][N:31]=[N:30]1)[C:10]([C:13]1[N:18]=[CH:17][C:16]([O:19][C:20]2[CH:27]=[CH:26][C:23](C#N)=[CH:22][CH:21]=2)=[CH:15][CH:14]=1)([F:12])[F:11].[F:35]C1C=CC(B(O)O)=CC=1. No catalyst specified. The product is [F:1][C:2]1[CH:7]=[C:6]([F:8])[CH:5]=[CH:4][C:3]=1[C:9]([OH:34])([CH2:28][N:29]1[CH:33]=[N:32][N:31]=[N:30]1)[C:10]([F:11])([F:12])[C:13]1[CH:14]=[CH:15][C:16]([O:19][C:20]2[CH:21]=[CH:22][C:23]([F:35])=[CH:26][CH:27]=2)=[CH:17][N:18]=1. The yield is 0.424. (4) The reactants are Cl[CH2:2][C:3]1[CH:4]=[C:5]2[C:9](=[CH:10][CH:11]=1)[CH:8]([NH:12][S:13]([CH:16]([CH3:18])[CH3:17])(=[O:15])=[O:14])[CH2:7][CH2:6]2.[F:19][C:20]([F:32])([F:31])[C:21]1[C:25]([C:26]([O:28][CH2:29][CH3:30])=[O:27])=[CH:24][NH:23][N:22]=1.C(=O)([O-])[O-].[K+].[K+]. The catalyst is CN(C=O)C. The product is [CH3:17][CH:16]([S:13]([NH:12][CH:8]1[C:9]2[C:5](=[CH:4][C:3]([CH2:2][N:23]3[CH:24]=[C:25]([C:26]([O:28][CH2:29][CH3:30])=[O:27])[C:21]([C:20]([F:19])([F:31])[F:32])=[N:22]3)=[CH:11][CH:10]=2)[CH2:6][CH2:7]1)(=[O:15])=[O:14])[CH3:18]. The yield is 0.522. (5) The reactants are [CH3:1][O:2][C:3]([C:5]1([C:8]2[CH:13]=[CH:12][C:11]([O:14][CH3:15])=[CH:10][CH:9]=2)[CH2:7][CH2:6]1)=[O:4].[N+:16]([O-])([OH:18])=[O:17].Cl. The catalyst is CC(OC(C)=O)=O.CC(O)=O. The product is [CH3:1][O:2][C:3]([C:5]1([C:8]2[CH:9]=[CH:10][C:11]([O:14][CH3:15])=[C:12]([N+:16]([O-:18])=[O:17])[CH:13]=2)[CH2:6][CH2:7]1)=[O:4]. The yield is 0.980. (6) The reactants are [CH2:1]([NH:5][C:6](=[O:25])[C:7]([CH3:24])([C:9]1[CH:14]=[CH:13][C:12](B2OC(C)(C)C(C)(C)O2)=[CH:11][CH:10]=1)[CH3:8])[CH:2]([CH3:4])[CH3:3].Br[C:27]1[CH:28]=[N:29][CH:30]=[C:31]([CH:34]=1)[C:32]#[N:33].C(=O)([O-])[O-].[K+].[K+].C(O)C. The catalyst is C1(C)C=CC=CC=1.CCOC(C)=O.O.C1C=CC([P]([Pd]([P](C2C=CC=CC=2)(C2C=CC=CC=2)C2C=CC=CC=2)([P](C2C=CC=CC=2)(C2C=CC=CC=2)C2C=CC=CC=2)[P](C2C=CC=CC=2)(C2C=CC=CC=2)C2C=CC=CC=2)(C2C=CC=CC=2)C2C=CC=CC=2)=CC=1.O. The product is [C:32]([C:31]1[CH:34]=[C:27]([C:12]2[CH:11]=[CH:10][C:9]([C:7]([CH3:8])([CH3:24])[C:6]([NH:5][CH2:1][CH:2]([CH3:3])[CH3:4])=[O:25])=[CH:14][CH:13]=2)[CH:28]=[N:29][CH:30]=1)#[N:33]. The yield is 0.880.